Dataset: Forward reaction prediction with 1.9M reactions from USPTO patents (1976-2016). Task: Predict the product of the given reaction. (1) Given the reactants [CH2:1]([C@@H:8]([CH2:21][CH:22]=[CH2:23])[C:9]([NH:11][C@H:12]([C:15]1[CH:20]=[CH:19][CH:18]=[CH:17][CH:16]=1)[CH2:13][OH:14])=[O:10])[C:2]1[CH:7]=[CH:6][CH:5]=[CH:4][CH:3]=1.[C:24]([O:28][C:29](=[O:38])[CH2:30][C@H:31]([CH2:35][CH:36]=[CH2:37])[C:32](O)=[O:33])([CH3:27])([CH3:26])[CH3:25], predict the reaction product. The product is: [CH2:35]([C@@H:31]([CH2:30][C:29]([O:28][C:24]([CH3:27])([CH3:26])[CH3:25])=[O:38])[C:32]([O:14][CH2:13][C@H:12]([NH:11][C:9](=[O:10])[C@@H:8]([CH2:1][C:2]1[CH:3]=[CH:4][CH:5]=[CH:6][CH:7]=1)[CH2:21][CH:22]=[CH2:23])[C:15]1[CH:20]=[CH:19][CH:18]=[CH:17][CH:16]=1)=[O:33])[CH:36]=[CH2:37]. (2) Given the reactants C(=O)([O-])[O-].[Na+].[Na+].[C:18]([O:17][C:15](O[C:15]([O:17][C:18]([CH3:21])([CH3:20])[CH3:19])=[O:16])=[O:16])([CH3:21])([CH3:20])[CH3:19].[CH3:22][O:23][C:24](=[O:38])[CH:25]([OH:37])[CH2:26][O:27][C:28]1[CH:33]=[CH:32][C:31]([C:34](=[NH:36])[NH2:35])=[CH:30][CH:29]=1, predict the reaction product. The product is: [CH3:22][O:23][C:24](=[O:38])[CH:25]([OH:37])[CH2:26][O:27][C:28]1[CH:33]=[CH:32][C:31]([C:34]([NH:36][C:15]([O:17][C:18]([CH3:19])([CH3:20])[CH3:21])=[O:16])=[NH:35])=[CH:30][CH:29]=1.